Predict the reaction yield, written as a fraction of the theoretical maximum amount of product (1.0 means a 100% yield; for example, 0.34 means a 34% yield). From a dataset of Reaction yield outcomes from USPTO patents with 853,638 reactions. (1) The reactants are [CH3:1][S:2][C:3]1[S:7][C:6]2=[N:8][C:9]([C:11]3[O:12][C:13]4[CH:19]=[C:18]([OH:20])[CH:17]=[CH:16][C:14]=4[N:15]=3)=[CH:10][N:5]2[N:4]=1.Cl.Cl[CH2:23][CH2:24][N:25]1[CH2:29][CH2:28][CH2:27][CH2:26]1.C([O-])([O-])=O.[Cs+].[Cs+]. No catalyst specified. The product is [CH3:1][S:2][C:3]1[S:7][C:6]2=[N:8][C:9]([C:11]3[O:12][C:13]4[CH:19]=[C:18]([O:20][CH2:23][CH2:24][N:25]5[CH2:29][CH2:28][CH2:27][CH2:26]5)[CH:17]=[CH:16][C:14]=4[N:15]=3)=[CH:10][N:5]2[N:4]=1. The yield is 0.430. (2) The reactants are [CH2:1]([O:3][C:4](=[O:16])[CH2:5][CH2:6][C:7]1[CH:12]=[CH:11][C:10]([O:13]C)=[CH:9][C:8]=1[F:15])[CH3:2].B(Br)(Br)Br.CO. The catalyst is C(Cl)Cl. The product is [CH2:1]([O:3][C:4](=[O:16])[CH2:5][CH2:6][C:7]1[CH:12]=[CH:11][C:10]([OH:13])=[CH:9][C:8]=1[F:15])[CH3:2]. The yield is 0.800. (3) The reactants are [CH:1]1([CH:7]([C:9]2[C:10]([C:24]([CH3:27])([CH3:26])[CH3:25])=[N:11][N:12]([C:14]3[CH:19]=[CH:18][C:17]([C:20]([F:23])([F:22])[F:21])=[CH:16][N:15]=3)[CH:13]=2)O)[CH2:6][CH2:5][CH2:4][CH2:3][CH2:2]1.[NH2:28][C:29]1[CH:34]=[CH:33][C:32]([C:35]([NH:37][CH2:38][CH2:39][C:40]([O:42]CC)=[O:41])=[O:36])=[CH:31][CH:30]=1. No catalyst specified. The product is [C:24]([C:10]1[C:9]([CH:7]([NH:28][C:29]2[CH:30]=[CH:31][C:32]([C:35]([NH:37][CH2:38][CH2:39][C:40]([OH:42])=[O:41])=[O:36])=[CH:33][CH:34]=2)[CH:1]2[CH2:6][CH2:5][CH2:4][CH2:3][CH2:2]2)=[CH:13][N:12]([C:14]2[CH:19]=[CH:18][C:17]([C:20]([F:23])([F:21])[F:22])=[CH:16][N:15]=2)[N:11]=1)([CH3:25])([CH3:26])[CH3:27]. The yield is 0.150. (4) The reactants are [CH3:1][O:2][C:3]1[CH:4]=[C:5]2[C:10](=[CH:11][C:12]=1[O:13][CH3:14])[N:9]=[CH:8][N:7]=[C:6]2[O:15][C:16]1[CH:22]=[CH:21][C:19]([NH2:20])=[CH:18][CH:17]=1.Cl[C:24](Cl)([O:26][C:27](=[O:33])OC(Cl)(Cl)Cl)Cl.[CH:35]1(CO)[CH2:40][CH2:39][CH2:38][CH2:37][CH2:36]1.C(=O)(O)[O-].[Na+]. The catalyst is C(Cl)Cl.C(N(CC)CC)C.C1(C)C=CC=CC=1. The product is [CH3:1][O:2][C:3]1[CH:4]=[C:5]2[C:10](=[CH:11][C:12]=1[O:13][CH3:14])[N:9]=[CH:8][N:7]=[C:6]2[O:15][C:16]1[CH:22]=[CH:21][C:19]([NH:20][C:27](=[O:33])[O:26][CH2:24][CH:35]2[CH2:40][CH2:39][CH2:38][CH2:37][CH2:36]2)=[CH:18][CH:17]=1. The yield is 0.700. (5) The reactants are CON(C)[C:4]([C:6]1[CH:7]=[CH:8][CH:9]=[C:10]2[C:15]=1[N:14]=[CH:13][CH:12]=[CH:11]2)=[O:5].[CH3:17][Mg]I.C(OCC)C. The catalyst is C1COCC1.C(=O)=O. The product is [N:14]1[C:15]2[C:10](=[CH:9][CH:8]=[CH:7][C:6]=2[C:4](=[O:5])[CH3:17])[CH:11]=[CH:12][CH:13]=1. The yield is 0.830. (6) The reactants are Br[C:2]1[CH:7]=[CH:6][C:5]([CH:8]2[CH2:16][CH2:15][CH2:14][CH:13]3[N:9]2[CH2:10][CH2:11][CH2:12]3)=[CH:4][CH:3]=1.[N+:17]([C:20]1[CH:25]=[CH:24][C:23]([SH:26])=[CH:22][CH:21]=1)([O-:19])=[O:18].C(=O)([O-])[O-].[K+].[K+]. The catalyst is CN(C)C=O.[Cu].[Cu](I)I. The product is [N+:17]([C:20]1[CH:25]=[CH:24][C:23]([S:26][C:2]2[CH:7]=[CH:6][C:5]([CH:8]3[CH2:16][CH2:15][CH2:14][CH:13]4[N:9]3[CH2:10][CH2:11][CH2:12]4)=[CH:4][CH:3]=2)=[CH:22][CH:21]=1)([O-:19])=[O:18]. The yield is 0.790. (7) The reactants are N(OC(C)(C)C)=O.N[C:9]1[CH:10]=[C:11]([CH:16]=[C:17]([O:20][CH3:21])[C:18]=1[Cl:19])[C:12]([O:14][CH3:15])=[O:13].[ClH:22].C([O-])(O)=O.[Na+].N. The catalyst is CC#N.[Cu](Cl)Cl. The product is [Cl:22][C:9]1[CH:10]=[C:11]([CH:16]=[C:17]([O:20][CH3:21])[C:18]=1[Cl:19])[C:12]([O:14][CH3:15])=[O:13]. The yield is 0.790. (8) The reactants are Br[CH2:2][C:3]([C:5]1[CH:10]=[C:9]([O:11][CH3:12])[C:8]([Br:13])=[C:7]([O:14][CH3:15])[CH:6]=1)=O.CCOC(C)=O.C([O-])(O)=O.[Na+].[CH:27]([NH2:29])=[O:28]. No catalyst specified. The product is [Br:13][C:8]1[C:9]([O:11][CH3:12])=[CH:10][C:5]([C:3]2[N:29]=[CH:27][O:28][CH:2]=2)=[CH:6][C:7]=1[O:14][CH3:15]. The yield is 0.580. (9) The reactants are C=C1C=[CH:7][C:6]2[CH:9]=[CH:10][CH:11]=[CH:12][C:5]=2[O:4]C1.CS(N)(=O)=O.S(=O)(O)[O-].[Na+].[OH2:23].[C:24]([OH:28])([CH3:27])([CH3:26])[CH3:25]. The catalyst is [Os](=O)(=O)(=O)=O. The product is [OH:23][CH2:25][C:24]1([OH:28])[CH:27]=[CH:7][C:6]2[CH:9]=[CH:10][CH:11]=[CH:12][C:5]=2[O:4][CH2:26]1. The yield is 0.950.